This data is from SARS-CoV-2 main protease (3CLPro) crystallographic fragment screen with 879 compounds. The task is: Binary Classification. Given a drug SMILES string, predict its activity (active/inactive) in a high-throughput screening assay against a specified biological target. (1) The molecule is COc1ccc(C)cc1NC(=O)Nn1cnnc1. The result is 0 (inactive). (2) The molecule is O=C(c1c(F)cccc1F)N1CCCCCC1. The result is 0 (inactive).